Dataset: Reaction yield outcomes from USPTO patents with 853,638 reactions. Task: Predict the reaction yield, written as a fraction of the theoretical maximum amount of product (1.0 means a 100% yield; for example, 0.34 means a 34% yield). (1) The reactants are [C:1]1([S:7]([N:10]2[C:18]3[C:13](=[C:14]([N:19]4[CH2:24][CH2:23][N:22](CC5C=CC=CC=5)[CH2:21][CH2:20]4)[CH:15]=[CH:16][CH:17]=3)[CH:12]=[N:11]2)(=[O:9])=[O:8])[CH:6]=[CH:5][CH:4]=[CH:3][CH:2]=1.[Cl:32]C(OC(Cl)C)=O. The catalyst is ClCCCl. The product is [ClH:32].[C:1]1([S:7]([N:10]2[C:18]3[C:13](=[C:14]([N:19]4[CH2:24][CH2:23][NH:22][CH2:21][CH2:20]4)[CH:15]=[CH:16][CH:17]=3)[CH:12]=[N:11]2)(=[O:9])=[O:8])[CH:2]=[CH:3][CH:4]=[CH:5][CH:6]=1. The yield is 0.630. (2) The reactants are C(=O)([O-])[O-].[K+].[K+].[NH2:7][C:8]1[C:13]([OH:14])=[CH:12][CH:11]=[CH:10][N:9]=1.F[C:16]1[CH:23]=[CH:22][C:19]([C:20]#[N:21])=[CH:18][CH:17]=1. The catalyst is CN(C=O)C. The product is [NH2:7][C:8]1[C:13]([O:14][C:16]2[CH:23]=[CH:22][C:19]([C:20]#[N:21])=[CH:18][CH:17]=2)=[CH:12][CH:11]=[CH:10][N:9]=1. The yield is 0.727. (3) The reactants are [NH2:1][C:2]1[CH:10]=[C:9]([Cl:11])[CH:8]=[CH:7][C:3]=1[C:4](O)=[O:5].C1C=CC2N(O)N=[N:18]C=2C=1.CCN(C(C)C)C(C)C.CCN=C=NCCCN(C)C.N.CO. The catalyst is CN(C=O)C. The yield is 0.660. The product is [NH2:1][C:2]1[CH:10]=[C:9]([Cl:11])[CH:8]=[CH:7][C:3]=1[C:4]([NH2:18])=[O:5]. (4) The reactants are C(OC([N:8]1[C:12]([C:14]2[CH:19]=[CH:18][CH:17]=[C:16]([Br:20])[CH:15]=2)([CH3:13])[CH2:11][O:10][S:9]1(=[O:22])=[O:21])=O)(C)(C)C.C(Cl)Cl. The catalyst is C(O)(C(F)(F)F)=O. The product is [Br:20][C:16]1[CH:15]=[C:14]([C:12]2([CH3:13])[CH2:11][O:10][S:9](=[O:22])(=[O:21])[NH:8]2)[CH:19]=[CH:18][CH:17]=1. The yield is 0.910. (5) The reactants are [Cl:1][C:2]1[CH:3]=[C:4]([N:8]2[C:12]([CH2:13][NH2:14])=[CH:11][C:10]([C:15]([F:18])([F:17])[F:16])=[N:9]2)[CH:5]=[CH:6][CH:7]=1.[F:19][C:20]1[CH:21]=[C:22]([NH:28][C:29](=O)[O:30]C2C=CC=CC=2)[CH:23]=[CH:24][C:25]=1[CH2:26][OH:27]. The catalyst is C(Cl)Cl. The product is [Cl:1][C:2]1[CH:3]=[C:4]([N:8]2[C:12]([CH2:13][NH:14][C:29]([NH:28][C:22]3[CH:23]=[CH:24][C:25]([CH2:26][OH:27])=[C:20]([F:19])[CH:21]=3)=[O:30])=[CH:11][C:10]([C:15]([F:16])([F:17])[F:18])=[N:9]2)[CH:5]=[CH:6][CH:7]=1. The yield is 0.470. (6) The reactants are C(OCC)(=O)C.C(OC(=O)[NH:16][C@H:17]([CH2:48][C:49]1[CH:54]=[CH:53][CH:52]=[CH:51][CH:50]=1)[C:18]([N:20]1[CH2:25][CH2:24][CH:23]([C:26]2[CH:31]=[CH:30][C:29]([O:32]CC3C=CC=CC=3)=[CH:28][C:27]=2[O:40]CC2C=CC=CC=2)[CH2:22][CH2:21]1)=[O:19])C1C=CC=CC=1. The catalyst is CO.[Pd]. The product is [NH2:16][C@H:17]([CH2:48][C:49]1[CH:50]=[CH:51][CH:52]=[CH:53][CH:54]=1)[C:18]([N:20]1[CH2:25][CH2:24][CH:23]([C:26]2[CH:31]=[CH:30][C:29]([OH:32])=[CH:28][C:27]=2[OH:40])[CH2:22][CH2:21]1)=[O:19]. The yield is 0.640. (7) The reactants are Cl.[CH3:2][O:3][C:4](=[O:30])[C@@H:5]([NH:8][C:9]([C:11]1[C:12]([CH3:29])=[N:13][C:14]([NH:18][CH2:19][CH2:20][CH2:21][C:22]2[CH:27]=[CH:26][CH:25]=[C:24]([OH:28])[CH:23]=2)=[N:15][C:16]=1[CH3:17])=[O:10])CN.O[C:32]1[CH:33]=[C:34]([CH:38]=[CH:39][CH:40]=1)[C:35]([OH:37])=O.C(N(CC)CC)C.CN([C:51]([O:55]N1N=NC2C=CC=CC1=2)=[N+](C)C)C.F[P-](F)(F)(F)(F)F.C1C=CC2N(O)N=[N:78]C=2C=1. The catalyst is CN(C=O)C.[Cl-].[Na+].O. The product is [CH3:2][O:3][C:4](=[O:30])[C:5]([NH:78][C:35](=[O:37])[C:34]1[CH:33]=[CH:32][CH:40]=[CH:39][CH:38]=1)([NH:8][C:9]([C:11]1[C:16]([CH3:17])=[N:15][C:14]([NH:18][CH2:19][CH2:20][CH2:21][C:22]2[CH:27]=[CH:26][CH:25]=[C:24]([OH:28])[CH:23]=2)=[N:13][C:12]=1[CH3:29])=[O:10])[CH2:51][OH:55]. The yield is 0.530. (8) The reactants are [NH:1]1[C@H:14]2[C@H:5]([CH2:6][CH2:7][C:8]3[C:13]2=[N:12][CH:11]=[CH:10][CH:9]=3)[CH2:4][CH2:3][CH2:2]1.Cl[CH2:16][C:17]1[N:18]=[C:19]2[CH:24]=[CH:23][CH:22]=[C:21]([F:25])[N:20]2[CH:26]=1.C(=O)([O-])[O-].[K+].[K+].[I-].[K+]. The catalyst is C(#N)C. The product is [F:25][C:21]1[N:20]2[CH:26]=[C:17]([CH2:16][N:12]3[C@H:13]4[C@H:8]([CH2:7][CH2:6][C:5]5[C:14]4=[N:1][CH:2]=[CH:3][CH:4]=5)[CH2:9][CH2:10][CH2:11]3)[N:18]=[C:19]2[CH:24]=[CH:23][CH:22]=1. The yield is 0.560. (9) The reactants are C[O:2][C:3]([C:5]1[CH:6]=[C:7]([C:14]2[CH:19]=[C:18]([O:20][CH3:21])[CH:17]=[CH:16][C:15]=2[F:22])[C:8]([CH:11]2[CH2:13][CH2:12]2)=[CH:9][CH:10]=1)=O.[H-].[Al+3].[Li+].[H-].[H-].[H-]. The catalyst is C1COCC1. The product is [CH:11]1([C:8]2[C:7]([C:14]3[CH:19]=[C:18]([O:20][CH3:21])[CH:17]=[CH:16][C:15]=3[F:22])=[CH:6][C:5]([CH2:3][OH:2])=[CH:10][CH:9]=2)[CH2:12][CH2:13]1. The yield is 0.660. (10) The reactants are CN([CH:4]=[O:5])C.O=P(Cl)(Cl)Cl.[CH3:11][O:12][C:13]([N:15]1[CH:20]=[CH:19][CH2:18][C:17]([CH:21]2[CH2:25][CH2:24][CH2:23][N:22]2[CH3:26])=[CH:16]1)=[O:14].CC([O-])=O.[Na+].C([O-])(O)=O.[Na+]. The catalyst is C(Cl)Cl.O. The product is [CH3:11][O:12][C:13]([N:15]1[CH:16]=[C:17]([C@@H:21]2[CH2:25][CH2:24][CH2:23][N:22]2[CH3:26])[CH2:18][C:19]([CH:4]=[O:5])=[CH:20]1)=[O:14]. The yield is 0.540.